Dataset: Full USPTO retrosynthesis dataset with 1.9M reactions from patents (1976-2016). Task: Predict the reactants needed to synthesize the given product. (1) Given the product [Cl:50][C:51]1[CH:52]=[CH:53][C:54]([N:60]2[N:64]=[CH:63][CH:62]=[N:61]2)=[C:55]([CH:59]=1)[C:56]([NH:38][C@H:34]1[CH2:35][CH2:36][CH2:37][C@:33]1([CH3:32])[NH:39][C:40]1[CH:45]=[N:44][C:43]([C:46]([F:49])([F:47])[F:48])=[CH:42][N:41]=1)=[O:57], predict the reactants needed to synthesize it. The reactants are: C[C@]1(NC2C=NC(C(F)(F)F)=CN=2)CCC[C@@H]1NC(C1C(N2N=CC=N2)=CC=CN=1)=O.[CH3:32][C@:33]1([NH:39][C:40]2[CH:45]=[N:44][C:43]([C:46]([F:49])([F:48])[F:47])=[CH:42][N:41]=2)[CH2:37][CH2:36][CH2:35][C@@H:34]1[NH2:38].[Cl:50][C:51]1[CH:52]=[CH:53][C:54]([N:60]2[N:64]=[CH:63][CH:62]=[N:61]2)=[C:55]([CH:59]=1)[C:56](O)=[O:57]. (2) Given the product [F:1][C:2]1[CH:7]=[C:6]([CH2:8][N:33]2[C:28]([O:27][C:26]3[CH:25]=[C:24]([CH3:23])[CH:41]=[C:40]([CH3:42])[CH:39]=3)=[C:29]([CH:36]([CH3:37])[CH3:38])[C:30](=[O:35])[NH:31][C:32]2=[O:34])[CH:5]=[C:4]([F:10])[N:3]=1, predict the reactants needed to synthesize it. The reactants are: [F:1][C:2]1[CH:7]=[C:6]([CH2:8]O)[CH:5]=[C:4]([F:10])[N:3]=1.C(N(CC)CC)C.CS(Cl)(=O)=O.[CH3:23][C:24]1[CH:25]=[C:26]([CH:39]=[C:40]([CH3:42])[CH:41]=1)[O:27][C:28]1[NH:33][C:32](=[O:34])[NH:31][C:30](=[O:35])[C:29]=1[CH:36]([CH3:38])[CH3:37].C(=O)([O-])[O-].[K+].[K+].[I-].[Li+]. (3) The reactants are: [N:1]1[CH:6]=[CH:5][CH:4]=[CH:3][C:2]=1[C:7]1[O:8][C:9]2[CH2:10][N:11]([C:16]3[CH:17]=[C:18](C=C[CH:23]=3)[C:19]#[N:20])[CH2:12][CH2:13][C:14]=2[N:15]=1.BrC1C=NC=CC=1. Given the product [N:1]1[CH:6]=[CH:5][CH:4]=[CH:3][C:2]=1[C:7]1[O:8][C:9]2[CH2:10][N:11]([C:16]3[CH:23]=[N:20][CH:19]=[CH:18][CH:17]=3)[CH2:12][CH2:13][C:14]=2[N:15]=1, predict the reactants needed to synthesize it.